This data is from Catalyst prediction with 721,799 reactions and 888 catalyst types from USPTO. The task is: Predict which catalyst facilitates the given reaction. Reactant: [F:1][C:2]1[CH:7]=[CH:6][C:5]([N:8]2[C:13](=[O:14])[C:12]([C:15]([OH:17])=O)=[CH:11][CH:10]=[N:9]2)=[CH:4][CH:3]=1.CCN=C=NCCCN(C)C.C1C=CC2N(O)N=NC=2C=1.CCN(C(C)C)C(C)C.[CH3:48][O:49][C:50]1[CH:82]=[CH:81][C:53]([CH2:54][N:55]2[C:59]3=[N:60][CH:61]=[CH:62][C:63]([N:64]([CH2:73][CH2:74][N:75]4[CH2:80][CH2:79][O:78][CH2:77][CH2:76]4)[C:65]4[CH:70]=[CH:69][C:68]([NH2:71])=[CH:67][C:66]=4[F:72])=[C:58]3[CH:57]=[N:56]2)=[CH:52][CH:51]=1. Product: [CH3:48][O:49][C:50]1[CH:51]=[CH:52][C:53]([CH2:54][N:55]2[C:59]3=[N:60][CH:61]=[CH:62][C:63]([N:64]([CH2:73][CH2:74][N:75]4[CH2:80][CH2:79][O:78][CH2:77][CH2:76]4)[C:65]4[CH:70]=[CH:69][C:68]([NH:71][C:15]([C:12]5[C:13](=[O:14])[N:8]([C:5]6[CH:4]=[CH:3][C:2]([F:1])=[CH:7][CH:6]=6)[N:9]=[CH:10][CH:11]=5)=[O:17])=[CH:67][C:66]=4[F:72])=[C:58]3[CH:57]=[N:56]2)=[CH:81][CH:82]=1. The catalyst class is: 3.